Dataset: Full USPTO retrosynthesis dataset with 1.9M reactions from patents (1976-2016). Task: Predict the reactants needed to synthesize the given product. (1) Given the product [CH3:34][O:33][C:31]([C:30]1[CH:29]=[CH:28][C:27]([C:14]2[C:15]([CH3:25])([CH3:26])[C@H:16]3[C@:11]([CH3:37])([CH2:12][CH:13]=2)[C@@H:10]2[C@:19]([CH3:24])([C@@:20]4([CH3:23])[C@H:7]([CH2:8][CH2:9]2)[C@H:6]2[C@H:38]([C:41]([CH3:43])=[CH2:42])[CH2:39][CH2:40][C@:5]2([NH:4][CH2:3][CH2:2][N:56]2[CH2:57][CH2:58][N:53]([C:59]([O:61][C:62]([CH3:65])([CH3:64])[CH3:63])=[O:60])[CH2:54][CH2:55]2)[CH2:22][CH2:21]4)[CH2:18][CH2:17]3)=[CH:36][CH:35]=1)=[O:32], predict the reactants needed to synthesize it. The reactants are: Cl[CH2:2][CH2:3][NH:4][C@:5]12[CH2:40][CH2:39][C@@H:38]([C:41]([CH3:43])=[CH2:42])[C@@H:6]1[C@@H:7]1[C@@:20]([CH3:23])([CH2:21][CH2:22]2)[C@@:19]2([CH3:24])[C@@H:10]([C@:11]3([CH3:37])[C@@H:16]([CH2:17][CH2:18]2)[C:15]([CH3:26])([CH3:25])[C:14]([C:27]2[CH:36]=[CH:35][C:30]([C:31]([O:33][CH3:34])=[O:32])=[CH:29][CH:28]=2)=[CH:13][CH2:12]3)[CH2:9][CH2:8]1.CCN(C(C)C)C(C)C.[N:53]1([C:59]([O:61][C:62]([CH3:65])([CH3:64])[CH3:63])=[O:60])[CH2:58][CH2:57][NH:56][CH2:55][CH2:54]1. (2) Given the product [C:1](=[C:4]([C:10]([O-:12])=[O:11])[C:5]([O-:7])=[O:6])([CH3:3])[CH3:2].[Ag+2:25], predict the reactants needed to synthesize it. The reactants are: [C:1](=[C:4]([C:10]([O:12]CC)=[O:11])[C:5]([O:7]CC)=[O:6])([CH3:3])[CH3:2].[OH-].[K+].[N+]([O-])(O)=O.[N+]([O-])([O-])=O.[Ag+:25]. (3) Given the product [CH2:1]([O:3][C:4](=[O:33])[CH2:5][C:6]1[CH:11]=[CH:10][C:9]([O:12][CH3:13])=[C:8]([O:14][C:15]2[CH:20]=[CH:19][C:18]([NH2:21])=[CH:17][C:16]=2[CH2:24][N:25]([C:28]([CH:30]2[CH2:31][CH2:32]2)=[O:29])[CH2:26][CH3:27])[CH:7]=1)[CH3:2], predict the reactants needed to synthesize it. The reactants are: [CH2:1]([O:3][C:4](=[O:33])[CH2:5][C:6]1[CH:11]=[CH:10][C:9]([O:12][CH3:13])=[C:8]([O:14][C:15]2[CH:20]=[CH:19][C:18]([N+:21]([O-])=O)=[CH:17][C:16]=2[CH2:24][N:25]([C:28]([CH:30]2[CH2:32][CH2:31]2)=[O:29])[CH2:26][CH3:27])[CH:7]=1)[CH3:2].CN(C)N.C. (4) Given the product [F:30][C:31]1[CH:32]=[C:33]([NH:43][C:44]2[N:46]=[CH:3][C:4]3[CH2:5][CH2:6][CH2:7][CH:8]([C:11]4[CH:16]=[CH:15][CH:14]=[C:13]([C:17]([F:18])([F:20])[F:19])[CH:12]=4)[C:9]=3[N:45]=2)[CH:34]=[CH:35][C:36]=1[N:37]1[CH:41]=[C:40]([CH3:42])[N:39]=[CH:38]1, predict the reactants needed to synthesize it. The reactants are: CN(C)[CH:3]=[C:4]1[C:9](=O)[CH:8]([C:11]2[CH:16]=[CH:15][CH:14]=[C:13]([C:17]([F:20])([F:19])[F:18])[CH:12]=2)[CH2:7][CH2:6][CH2:5]1.[N+]([O-])(O)=O.[N+]([O-])(O)=O.[F:30][C:31]1[CH:32]=[C:33]([NH:43][C:44]([NH2:46])=[NH:45])[CH:34]=[CH:35][C:36]=1[N:37]1[CH:41]=[C:40]([CH3:42])[N:39]=[CH:38]1. (5) The reactants are: [F:1][C:2]1[CH:3]=[C:4]2[C:8](=[CH:9][CH:10]=1)[NH:7][N:6]=[C:5]2[I:11].Cl[CH2:13][CH2:14][CH2:15][O:16][Si:17]([C:20]([CH3:23])([CH3:22])[CH3:21])([CH3:19])[CH3:18]. Given the product [O:16]([CH2:15][CH2:14][CH2:13][N:7]1[C:8]2[C:4](=[CH:3][C:2]([F:1])=[CH:10][CH:9]=2)[C:5]([I:11])=[N:6]1)[Si:17]([C:20]([CH3:22])([CH3:21])[CH3:23])([CH3:18])[CH3:19], predict the reactants needed to synthesize it. (6) Given the product [C:13]([O:12][C:11]([NH:10][C:7]1[CH:8]=[CH:9][C:4]([CH2:3][C@H:2]([NH:1][C:41](=[O:42])[O:40][CH2:33][C:34]2[CH:39]=[CH:38][CH:37]=[CH:36][CH:35]=2)[C:18]([N:20]([O:22][CH3:23])[CH3:21])=[O:19])=[CH:5][CH:6]=1)=[O:17])([CH3:14])([CH3:15])[CH3:16], predict the reactants needed to synthesize it. The reactants are: [NH2:1][C@H:2]([C:18]([N:20]([O:22][CH3:23])[CH3:21])=[O:19])[CH2:3][C:4]1[CH:9]=[CH:8][C:7]([NH:10][C:11](=[O:17])[O:12][C:13]([CH3:16])([CH3:15])[CH3:14])=[CH:6][CH:5]=1.CCN(C(C)C)C(C)C.[CH2:33]([O:40][C:41](Cl)=[O:42])[C:34]1[CH:39]=[CH:38][CH:37]=[CH:36][CH:35]=1.CCOC(C)=O.